This data is from Forward reaction prediction with 1.9M reactions from USPTO patents (1976-2016). The task is: Predict the product of the given reaction. (1) Given the reactants [CH3:1][N:2]1[CH:6]=[C:5]([NH:7][C:8]([C:10]2[N:11]([CH3:18])[CH:12]=[C:13]([N+:15]([O-])=O)[CH:14]=2)=[O:9])[CH:4]=[C:3]1[C:19]([NH:21][CH2:22][CH2:23][N:24]1[CH2:29][CH2:28][O:27][CH2:26][CH2:25]1)=[O:20].[CH3:30][N:31]1[CH:35]=[C:34]([N+:36]([O-:38])=[O:37])[CH:33]=[C:32]1[C:39](Cl)=[O:40], predict the reaction product. The product is: [CH3:30][N:31]1[CH:35]=[C:34]([N+:36]([O-:38])=[O:37])[CH:33]=[C:32]1[C:39]([NH:15][C:13]1[CH:14]=[C:10]([C:8]([NH:7][C:5]2[CH:4]=[C:3]([C:19]([NH:21][CH2:22][CH2:23][N:24]3[CH2:25][CH2:26][O:27][CH2:28][CH2:29]3)=[O:20])[N:2]([CH3:1])[CH:6]=2)=[O:9])[N:11]([CH3:18])[CH:12]=1)=[O:40]. (2) Given the reactants N1C=CC=CC=1.[CH3:7][O:8][C:9]1[CH:55]=[CH:54][C:12]([C:13]([O:28][CH2:29][C@H:30]2[O:34][C@@H:33]([N:35]3[CH:50]=[C:49]([CH3:51])[C:39]([NH:40][C:41](=[O:48])[C:42]4[CH:47]=[CH:46][CH:45]=[CH:44][CH:43]=4)=[N:38][C:36]3=[O:37])[C@H:32]([OH:52])[C@@H:31]2[OH:53])([C:22]2[CH:27]=[CH:26][CH:25]=[CH:24][CH:23]=2)[C:14]2[CH:19]=[CH:18][C:17]([O:20][CH3:21])=[CH:16][CH:15]=2)=[CH:11][CH:10]=1.[Si:56](Cl)([C:59]([CH3:62])([CH3:61])[CH3:60])([CH3:58])[CH3:57], predict the reaction product. The product is: [CH3:7][O:8][C:9]1[CH:55]=[CH:54][C:12]([C:13]([O:28][CH2:29][C@H:30]2[O:34][C@@H:33]([N:35]3[CH:50]=[C:49]([CH3:51])[C:39]([NH:40][C:41](=[O:48])[C:42]4[CH:43]=[CH:44][CH:45]=[CH:46][CH:47]=4)=[N:38][C:36]3=[O:37])[C@H:32]([O:52][Si:56]([C:59]([CH3:62])([CH3:61])[CH3:60])([CH3:58])[CH3:57])[C@@H:31]2[OH:53])([C:22]2[CH:23]=[CH:24][CH:25]=[CH:26][CH:27]=2)[C:14]2[CH:15]=[CH:16][C:17]([O:20][CH3:21])=[CH:18][CH:19]=2)=[CH:11][CH:10]=1. (3) Given the reactants [NH2:1][C:2]1[CH:7]=[CH:6][C:5]([C:8]2[S:12][C:11]([C:13]34[CH2:22][CH:17]5[CH2:18][CH:19]([CH2:21][C:15]([C:23]([O:25][CH3:26])=[O:24])([CH2:16]5)[CH2:14]3)[CH2:20]4)=[N:10][CH:9]=2)=[CH:4][CH:3]=1.[N:27]([C:30]1[CH:35]=[CH:34][CH:33]=[C:32]([C:36]([F:39])([F:38])[F:37])[CH:31]=1)=[C:28]=[O:29], predict the reaction product. The product is: [F:37][C:36]([F:38])([F:39])[C:32]1[CH:31]=[C:30]([NH:27][C:28](=[O:29])[NH:1][C:2]2[CH:7]=[CH:6][C:5]([C:8]3[S:12][C:11]([C:13]45[CH2:22][CH:17]6[CH2:18][CH:19]([CH2:21][C:15]([C:23]([O:25][CH3:26])=[O:24])([CH2:16]6)[CH2:14]4)[CH2:20]5)=[N:10][CH:9]=3)=[CH:4][CH:3]=2)[CH:35]=[CH:34][CH:33]=1. (4) Given the reactants CS[C:3]([NH:9][C:10]1[CH:15]=[CH:14][C:13]([N+:16]([O-:18])=[O:17])=[CH:12][CH:11]=1)=[C:4]([C:7]#[N:8])[C:5]#[N:6].O.[NH2:20][NH2:21], predict the reaction product. The product is: [NH2:6][C:5]1[NH:21][N:20]=[C:3]([NH:9][C:10]2[CH:15]=[CH:14][C:13]([N+:16]([O-:18])=[O:17])=[CH:12][CH:11]=2)[C:4]=1[C:7]#[N:8]. (5) Given the reactants [CH2:1]([C:3]([C:21]1[CH:26]=[CH:25][C:24]([OH:27])=[C:23]([CH3:28])[CH:22]=1)([C:6]1[CH:11]=[CH:10][C:9]([CH2:12][CH2:13][CH:14]([OH:19])[C:15]([CH3:18])([CH3:17])[CH3:16])=[C:8]([CH3:20])[CH:7]=1)[CH2:4][CH3:5])[CH3:2].C([O-])([O-])=O.[K+].[K+].[CH2:35]([O:37][C:38](=[O:45])[CH2:39][CH2:40][CH2:41][CH2:42][CH2:43]Br)[CH3:36].O, predict the reaction product. The product is: [CH2:35]([O:37][C:38](=[O:45])[CH2:39][CH2:40][CH2:41][CH2:42][CH2:43][O:27][C:24]1[CH:25]=[CH:26][C:21]([C:3]([CH2:4][CH3:5])([C:6]2[CH:11]=[CH:10][C:9]([CH2:12][CH2:13][CH:14]([OH:19])[C:15]([CH3:17])([CH3:18])[CH3:16])=[C:8]([CH3:20])[CH:7]=2)[CH2:1][CH3:2])=[CH:22][C:23]=1[CH3:28])[CH3:36]. (6) Given the reactants C[O:2][C:3]([C:5]1[CH:26]=[CH:25][C:8]2[C:9]3[N:10]=[C:11]([C:17]4[N:21]([CH:22]([CH3:24])[CH3:23])[CH:20]=[N:19][N:18]=4)[S:12][C:13]=3[CH2:14][CH2:15][O:16][C:7]=2[CH:6]=1)=O.[H-].[H-].[H-].[H-].[Li+].[Al+3], predict the reaction product. The product is: [CH:22]([N:21]1[CH:20]=[N:19][N:18]=[C:17]1[C:11]1[S:12][C:13]2[CH2:14][CH2:15][O:16][C:7]3[CH:6]=[C:5]([CH2:3][OH:2])[CH:26]=[CH:25][C:8]=3[C:9]=2[N:10]=1)([CH3:24])[CH3:23]. (7) Given the reactants CO[C:3]1([S:9]([C:11]2[CH:12]=[C:13]([CH:15]=[CH:16][CH:17]=2)[NH2:14])=[O:10])[CH:8]=[CH:7][CH:6]=[CH:5][CH2:4]1.[N:18]1[CH:23]=[CH:22][CH:21]=[C:20]([CH:24]=O)[CH:19]=1.[BH4-].[Na+].[CH3:28][OH:29], predict the reaction product. The product is: [CH3:28][O:29][C:8]1[CH:7]=[CH:6][CH:5]=[CH:4][C:3]=1[S:9]([C:11]1[CH:12]=[C:13]([NH:14][CH2:24][C:20]2[CH:19]=[N:18][CH:23]=[CH:22][CH:21]=2)[CH:15]=[CH:16][CH:17]=1)=[O:10]. (8) The product is: [S:1]([CH:5]1[CH2:9][C:10](=[O:11])[O:12][C:6]1=[O:8])([OH:4])(=[O:3])=[O:2]. Given the reactants [S:1]([CH:5]([CH2:9][C:10]([OH:12])=[O:11])[C:6]([OH:8])=O)([OH:4])(=[O:3])=[O:2].C(OC(=O)C)(=O)C, predict the reaction product. (9) Given the reactants [CH2:1]([N:3]1[C:7](=[NH:8])/[C:6](=[CH:9]/[C:10]2[CH:15]=[CH:14][C:13]([OH:16])=[C:12]([O:17][CH3:18])[CH:11]=2)/[NH:5][C:4]1=[O:19])[CH3:2].F[C:21]1[C:30]2[C:25](=[CH:26][CH:27]=[CH:28][CH:29]=2)[C:24]([C:31]#[N:32])=[CH:23][CH:22]=1.C(=O)([O-])[O-].[Li+].[Li+].O, predict the reaction product. The product is: [CH2:1]([N:3]1[C:7](=[NH:8])/[C:6](=[CH:9]/[C:10]2[CH:15]=[CH:14][C:13]([O:16][C:21]3[C:30]4[C:25](=[CH:26][CH:27]=[CH:28][CH:29]=4)[C:24]([C:31]#[N:32])=[CH:23][CH:22]=3)=[C:12]([O:17][CH3:18])[CH:11]=2)/[NH:5][C:4]1=[O:19])[CH3:2]. (10) Given the reactants C(=O)([O-])[O-].[Cs+].[Cs+].[OH:7][C:8]1[CH:9]=[C:10]([CH:13]=[CH:14][C:15]=1[O:16][CH2:17][CH2:18][C:19]1[CH:24]=[CH:23][CH:22]=[CH:21][CH:20]=1)[CH:11]=[O:12].[N:25]1[CH:30]=[CH:29][CH:28]=[CH:27][C:26]=1[CH2:31]Cl, predict the reaction product. The product is: [N:25]1[CH:30]=[CH:29][CH:28]=[CH:27][C:26]=1[CH2:31][O:7][C:8]1[CH:9]=[C:10]([CH:13]=[CH:14][C:15]=1[O:16][CH2:17][CH2:18][C:19]1[CH:24]=[CH:23][CH:22]=[CH:21][CH:20]=1)[CH:11]=[O:12].